Dataset: Full USPTO retrosynthesis dataset with 1.9M reactions from patents (1976-2016). Task: Predict the reactants needed to synthesize the given product. (1) Given the product [CH3:24][O:23][C:13]1[C:11]2[N:12]=[C:8]([NH:7][C:5](=[O:6])[C:4]3[CH:25]=[CH:26][N:27]=[C:2]([NH:34][CH2:35][CH2:36][N:37]4[CH2:42][CH2:41][O:40][CH2:39][CH2:38]4)[CH:3]=3)[S:9][C:10]=2[C:16]([N:17]2[CH2:22][CH2:21][O:20][CH2:19][CH2:18]2)=[CH:15][CH:14]=1, predict the reactants needed to synthesize it. The reactants are: Br[C:2]1[CH:3]=[C:4]([CH:25]=[CH:26][N:27]=1)[C:5]([NH:7][C:8]1[S:9][C:10]2[C:16]([N:17]3[CH2:22][CH2:21][O:20][CH2:19][CH2:18]3)=[CH:15][CH:14]=[C:13]([O:23][CH3:24])[C:11]=2[N:12]=1)=[O:6].C(=O)([O-])[O-].[Cs+].[Cs+].[NH2:34][CH2:35][CH2:36][N:37]1[CH2:42][CH2:41][O:40][CH2:39][CH2:38]1. (2) The reactants are: Cl[C:2]1[C:10]2[C:5](=[CH:6][CH:7]=[CH:8][CH:9]=2)[N:4]([S:11]([C:14]2[CH:30]=[CH:29][C:17]([C:18]([NH:20][CH2:21][C:22]3[CH:27]=[CH:26][C:25]([F:28])=[CH:24][CH:23]=3)=[O:19])=[CH:16][CH:15]=2)(=[O:13])=[O:12])[N:3]=1.[NH:31]1[CH2:36][CH2:35][O:34][CH2:33][CH2:32]1. Given the product [F:28][C:25]1[CH:26]=[CH:27][C:22]([CH2:21][NH:20][C:18](=[O:19])[C:17]2[CH:29]=[CH:30][C:14]([S:11]([N:4]3[C:5]4[C:10](=[CH:9][CH:8]=[CH:7][CH:6]=4)[C:2]([N:31]4[CH2:36][CH2:35][O:34][CH2:33][CH2:32]4)=[N:3]3)(=[O:13])=[O:12])=[CH:15][CH:16]=2)=[CH:23][CH:24]=1, predict the reactants needed to synthesize it. (3) Given the product [Cl:15][CH2:16][C:17]([NH:1][C:2]1[CH:7]=[CH:6][CH:5]=[CH:4][CH:3]=1)=[O:18], predict the reactants needed to synthesize it. The reactants are: [NH2:1][C:2]1[CH:7]=[CH:6][CH:5]=[CH:4][CH:3]=1.C(N(CC)CC)C.[Cl:15][CH2:16][C:17](Cl)=[O:18].OS([O-])(=O)=O.[K+]. (4) The reactants are: C([O:3][C:4](=O)[CH2:5][N:6]1[CH2:11][CH2:10][CH2:9][CH2:8][CH:7]1[CH3:12])C.[H-].[Al+3].[Li+].[H-].[H-].[H-]. Given the product [CH3:12][CH:7]1[CH2:8][CH2:9][CH2:10][CH2:11][N:6]1[CH2:5][CH2:4][OH:3], predict the reactants needed to synthesize it. (5) The reactants are: O.[OH-].[Li+].[O:4]=[C:5]1[N:11]([CH:12]2[CH2:17][CH2:16][N:15]([C:18]([O:20][C@@H:21]([C:31]([O:33]CC)=[O:32])[CH2:22][C:23]3[CH:28]=[CH:27][C:26]([Br:29])=[C:25]([Br:30])[CH:24]=3)=[O:19])[CH2:14][CH2:13]2)[CH2:10][CH2:9][C:8]2[CH:36]=[CH:37][CH:38]=[CH:39][C:7]=2[NH:6]1. Given the product [O:4]=[C:5]1[N:11]([CH:12]2[CH2:17][CH2:16][N:15]([C:18]([O:20][C@@H:21]([C:31]([OH:33])=[O:32])[CH2:22][C:23]3[CH:28]=[CH:27][C:26]([Br:29])=[C:25]([Br:30])[CH:24]=3)=[O:19])[CH2:14][CH2:13]2)[CH2:10][CH2:9][C:8]2[CH:36]=[CH:37][CH:38]=[CH:39][C:7]=2[NH:6]1, predict the reactants needed to synthesize it. (6) Given the product [CH3:1][CH:2]([CH3:23])[CH2:3][N:4]([CH2:9][C@@H:10]1[N:15]([C:25]2[N:26]=[CH:27][C:28]([C:31]([OH:40])([C:32]([F:33])([F:34])[F:35])[C:36]([F:38])([F:39])[F:37])=[CH:29][N:30]=2)[CH2:14][CH2:13][N:12]([C:16]([O:18][C:19]([CH3:21])([CH3:20])[CH3:22])=[O:17])[CH2:11]1)[S:5]([CH3:8])(=[O:6])=[O:7], predict the reactants needed to synthesize it. The reactants are: [CH3:1][CH:2]([CH3:23])[CH2:3][N:4]([CH2:9][C@@H:10]1[NH:15][CH2:14][CH2:13][N:12]([C:16]([O:18][C:19]([CH3:22])([CH3:21])[CH3:20])=[O:17])[CH2:11]1)[S:5]([CH3:8])(=[O:7])=[O:6].Cl[C:25]1[N:30]=[CH:29][C:28]([C:31]([OH:40])([C:36]([F:39])([F:38])[F:37])[C:32]([F:35])([F:34])[F:33])=[CH:27][N:26]=1.CCN(C(C)C)C(C)C.